This data is from Tyrosyl-DNA phosphodiesterase HTS with 341,365 compounds. The task is: Binary Classification. Given a drug SMILES string, predict its activity (active/inactive) in a high-throughput screening assay against a specified biological target. (1) The compound is OC1(C2(C(C(CCC2)(C)C)C(=O)C=C1C)C)CO. The result is 0 (inactive). (2) The drug is Fc1cc(c2c3c(oc2)cc2oc(=O)c4c(c2c3)cccc4)ccc1OC. The result is 0 (inactive). (3) The compound is Brc1c(n(nc1C)Cc1cc(ccc1)C(=O)Nc1scc(n1)C)C. The result is 0 (inactive). (4) The molecule is S(=O)(=O)(NC1=NCCCCC1)c1ccc(NC(=O)CCN2C(=O)c3c(C2=O)cccc3)cc1. The result is 0 (inactive).